This data is from Reaction yield outcomes from USPTO patents with 853,638 reactions. The task is: Predict the reaction yield, written as a fraction of the theoretical maximum amount of product (1.0 means a 100% yield; for example, 0.34 means a 34% yield). (1) The reactants are [C:1]([N:3]=[C:4](OC1C=CC=CC=1)[NH:5][C:6]1[CH:11]=[CH:10][CH:9]=[CH:8][C:7]=1[CH3:12])#[N:2].Cl.Cl.[CH3:22][CH:23]([CH3:38])[CH:24]([NH2:37])[CH2:25][NH:26][C:27]1[CH:36]=[N:35][C:34]2[C:29](=[CH:30][CH:31]=[CH:32][CH:33]=2)[N:28]=1.C(#N)C.C(N(CC)CC)C. The product is [C:1]([N:3]=[C:4]([NH:37][CH:24]([CH:23]([CH3:38])[CH3:22])[CH2:25][NH:26][C:27]1[CH:36]=[N:35][C:34]2[C:29](=[CH:30][CH:31]=[CH:32][CH:33]=2)[N:28]=1)[NH:5][C:6]1[CH:11]=[CH:10][CH:9]=[CH:8][C:7]=1[CH3:12])#[N:2]. The yield is 0.170. The catalyst is C(OCC)(=O)C. (2) The reactants are [C:1]([C:5]1[O:9][N:8]=[C:7]([NH:10][C:11]([NH:13][C:14]2[CH:19]=[CH:18][CH:17]=[C:16]([S:20][C:21]3[C:30]4[C:25](=[CH:26][C:27]([O:33][CH2:34][CH2:35]Cl)=[C:28]([O:31][CH3:32])[CH:29]=4)[N:24]=[CH:23][N:22]=3)[CH:15]=2)=[O:12])[CH:6]=1)([CH3:4])([CH3:3])[CH3:2].[NH:37]1[CH2:41][CH2:40][CH2:39][CH2:38]1. No catalyst specified. The product is [C:1]([C:5]1[O:9][N:8]=[C:7]([NH:10][C:11]([NH:13][C:14]2[CH:19]=[CH:18][CH:17]=[C:16]([S:20][C:21]3[C:30]4[C:25](=[CH:26][C:27]([O:33][CH2:34][CH2:35][N:37]5[CH2:41][CH2:40][CH2:39][CH2:38]5)=[C:28]([O:31][CH3:32])[CH:29]=4)[N:24]=[CH:23][N:22]=3)[CH:15]=2)=[O:12])[CH:6]=1)([CH3:4])([CH3:3])[CH3:2]. The yield is 0.180.